Predict the reaction yield, written as a fraction of the theoretical maximum amount of product (1.0 means a 100% yield; for example, 0.34 means a 34% yield). From a dataset of Reaction yield outcomes from USPTO patents with 853,638 reactions. (1) The reactants are F[C:2]1[CH:3]=C(C=C(F)[CH:39]=1)C[C@H](C(N1[C@@H](CC2C=CC=CC=2)COC1=O)=O)[C@@H](C1COCCN1C(OC(C)(C)C)=O)O.Br[C:42]1[CH:43]=[C:44]([CH:83]=[C:84]([C:86]([O:88]C)=[O:87])[CH:85]=1)[C:45]([NH:47][C@@H:48]([CH2:74][C:75]1C=C(F)C=C(F)C=1)[C@@H]([C@H]1C[C@@H](OCCC)CN1C(OC(C)(C)C)=O)O[Si](C(C)(C)C)(C)C)=[O:46].C(O[C@H]1CN(C(OC(C)(C)C)=O)[C@@H](C(O)=O)C1)C=C.CCN(C(C)C)C(C)C.CN(C(ON1N=NC2C=CC=NC1=2)=[N+](C)C)C.F[P-](F)(F)(F)(F)F.N[C@@H](CC1C=C(F)C=C(F)C=1)[C@@H]([C@H]1C[C@@H](OCCC)CN1C(OC(C)(C)C)=O)O[Si](C(C)(C)C)(C)C. The catalyst is ClCCl. The product is [CH2:39]([N:47]([CH2:48][CH2:74][CH3:75])[C:45]([C:44]1[CH:83]=[C:84]([CH:85]=[CH:42][CH:43]=1)[C:86]([OH:88])=[O:87])=[O:46])[CH2:2][CH3:3]. The yield is 0.790. (2) The reactants are [Br:1][C:2]1[C:3]([N:19]2[CH2:24][CH2:23][CH2:22][C@@H:21]([NH:25]C(=O)OC(C)(C)C)[CH2:20]2)=[C:4]2[C:10]([NH:11][C:12]([C@@H:14]3[CH2:18][CH2:17][CH2:16][O:15]3)=[O:13])=[CH:9][NH:8][C:5]2=[N:6][CH:7]=1.[ClH:33]. The catalyst is C(O)(C(F)(F)F)=O.CO.C(Cl)Cl.CCOCC. The product is [ClH:33].[NH2:25][C@@H:21]1[CH2:22][CH2:23][CH2:24][N:19]([C:3]2[C:2]([Br:1])=[CH:7][N:6]=[C:5]3[NH:8][CH:9]=[C:10]([NH:11][C:12]([C@@H:14]4[CH2:18][CH2:17][CH2:16][O:15]4)=[O:13])[C:4]=23)[CH2:20]1. The yield is 0.824. (3) The reactants are [Cl:1][C:2]1[C:11]([OH:12])=[CH:10][C:5]([C:6]([O:8]C)=[O:7])=[CH:4][N:3]=1.[OH-].[K+].[CH3:15]I.O. The catalyst is CS(C)=O.Cl. The product is [Cl:1][C:2]1[C:11]([O:12][CH3:15])=[CH:10][C:5]([C:6]([OH:8])=[O:7])=[CH:4][N:3]=1. The yield is 0.890. (4) The reactants are [C:1]([O:7][C:8]([CH3:11])([CH3:10])[CH3:9])(=[O:6])[CH2:2][C:3]([CH3:5])=O.[Cl:12][C:13]1[CH:20]=[CH:19][C:16]([CH:17]=O)=[CH:15][CH:14]=1.[NH4+:21].[OH-:22]. The catalyst is CCO.C(Cl)Cl. The product is [Cl:12][C:13]1[CH:20]=[CH:19][C:16]([CH:17]2[C:2]([C:1]([O:7][C:8]([CH3:11])([CH3:10])[CH3:9])=[O:6])=[C:3]([CH3:5])[NH:21][C:3]([CH3:5])=[C:2]2[C:1]([O:7][C:8]([CH3:11])([CH3:10])[CH3:9])=[O:22])=[CH:15][CH:14]=1. The yield is 0.460. (5) The reactants are C([O:5][C:6](=[O:35])[CH2:7][O:8][C:9]1[C:14]2[CH2:15][CH2:16][CH2:17][CH2:18][CH:19]([NH:20][S:21]([C:24]3[CH:29]=[C:28]([C:30]([F:33])([F:32])[F:31])[CH:27]=[C:26](F)[CH:25]=3)(=[O:23])=[O:22])[C:13]=2[CH:12]=[CH:11][CH:10]=1)(C)(C)C.[CH3:36][O-:37].[Na+]. The product is [CH3:36][O:37][C:26]1[CH:25]=[C:24]([S:21]([NH:20][CH:19]2[C:13]3[CH:12]=[CH:11][CH:10]=[C:9]([O:8][CH2:7][C:6]([OH:5])=[O:35])[C:14]=3[CH2:15][CH2:16][CH2:17][CH2:18]2)(=[O:23])=[O:22])[CH:29]=[C:28]([C:30]([F:32])([F:31])[F:33])[CH:27]=1. The yield is 0.660. The catalyst is CO.CN(C=O)C. (6) The reactants are C([O:4][C@H:5]1[CH2:10][CH2:9][C@H:8]([NH:11][C:12]([O:14][C:15]([CH3:18])([CH3:17])[CH3:16])=[O:13])[CH:7]=[CH:6]1)(=O)C.C([O-])([O-])=O.[K+].[K+]. The catalyst is CO. The product is [OH:4][C@H:5]1[CH2:10][CH2:9][C@H:8]([NH:11][C:12]([O:14][C:15]([CH3:18])([CH3:17])[CH3:16])=[O:13])[CH:7]=[CH:6]1. The yield is 0.600. (7) The reactants are [C:1]([O:5][C:6](=[O:14])[NH:7][CH:8]1[CH2:13][CH2:12][CH:11]=[CH:10][CH2:9]1)([CH3:4])([CH3:3])[CH3:2].[CH2:15](I)[CH:16]=[CH2:17]. The catalyst is C1CCCCC1.C(OCC)(=O)C. The product is [C:1]([O:5][C:6](=[O:14])[N:7]([CH2:17][CH:16]=[CH2:15])[CH:8]1[CH2:13][CH2:12][CH:11]=[CH:10][CH2:9]1)([CH3:4])([CH3:2])[CH3:3]. The yield is 0.550.